Dataset: Full USPTO retrosynthesis dataset with 1.9M reactions from patents (1976-2016). Task: Predict the reactants needed to synthesize the given product. (1) Given the product [Cl:8][C:9]1[C:14]([N:15]2[CH2:20][CH2:19][N:18]3[S:21](=[O:25])(=[O:24])[CH2:22][CH2:23][CH:17]3[CH2:16]2)=[CH:13][C:12]([C:26]#[N:27])=[CH:11][C:10]=1[NH:28][C:29]1[N:34]=[C:33]([NH:35][CH:45]2[CH2:46][CH2:47]2)[C:32]2=[N:48][CH:49]=[C:50]([C:51]#[N:52])[N:31]2[N:30]=1, predict the reactants needed to synthesize it. The reactants are: C(O)(C(F)(F)F)=O.[Cl:8][C:9]1[C:14]([N:15]2[CH2:20][CH2:19][N:18]3[S:21](=[O:25])(=[O:24])[CH2:22][CH2:23][CH:17]3[CH2:16]2)=[CH:13][C:12]([C:26]#[N:27])=[CH:11][C:10]=1[NH:28][C:29]1[N:34]=[C:33]([N:35]([CH:45]2[CH2:47][CH2:46]2)CC2C=CC(OC)=CC=2)[C:32]2=[N:48][CH:49]=[C:50]([C:51]#[N:52])[N:31]2[N:30]=1.C1(OC)C=CC=CC=1. (2) Given the product [Br:5][C:6]1[S:7][C:8]([CH3:13])=[C:9]([CH2:11][Br:3])[N:10]=1, predict the reactants needed to synthesize it. The reactants are: S(Br)([Br:3])=O.[Br:5][C:6]1[S:7][C:8]([CH3:13])=[C:9]([CH2:11]O)[N:10]=1.N1C=CC=CC=1. (3) The reactants are: Cl.[NH2:2][C@H:3]1[CH2:8][CH2:7][C@H:6]([NH:9][C:10]([C:12]2[C:16]3[N:17]=[CH:18][N:19]=[C:20]([C:21]4[CH:26]=[C:25]([CH2:27][CH3:28])[CH:24]=[CH:23][C:22]=4[O:29][CH2:30][CH:31]4[CH2:33][CH2:32]4)[C:15]=3[NH:14][C:13]=2[CH3:34])=[O:11])[CH2:5][CH2:4]1.[C:35](Cl)(=[O:37])[CH3:36]. Given the product [C:35]([NH:2][C@H:3]1[CH2:8][CH2:7][C@H:6]([NH:9][C:10]([C:12]2[C:16]3[N:17]=[CH:18][N:19]=[C:20]([C:21]4[CH:26]=[C:25]([CH2:27][CH3:28])[CH:24]=[CH:23][C:22]=4[O:29][CH2:30][CH:31]4[CH2:32][CH2:33]4)[C:15]=3[NH:14][C:13]=2[CH3:34])=[O:11])[CH2:5][CH2:4]1)(=[O:37])[CH3:36], predict the reactants needed to synthesize it. (4) Given the product [F:26][C:27]1[CH:28]=[CH:29][C:30]([C:33]([NH:1][C:2]2[CH:3]=[C:4]3[C:13]4([CH2:17][O:16][C:15]([NH:18][C:19](=[O:25])[O:20][C:21]([CH3:22])([CH3:24])[CH3:23])=[N:14]4)[C:10]4([CH2:11][CH2:12]4)[CH2:9][O:8][C:5]3=[CH:6][CH:7]=2)=[O:34])=[N:31][CH:32]=1, predict the reactants needed to synthesize it. The reactants are: [NH2:1][C:2]1[CH:3]=[C:4]2[C:13]3([CH2:17][O:16][C:15]([NH:18][C:19](=[O:25])[O:20][C:21]([CH3:24])([CH3:23])[CH3:22])=[N:14]3)[C:10]3([CH2:12][CH2:11]3)[CH2:9][O:8][C:5]2=[CH:6][CH:7]=1.[F:26][C:27]1[CH:28]=[CH:29][C:30]([C:33](O)=[O:34])=[N:31][CH:32]=1.Cl.CN(C)CCCN=C=NCC.ON1C2C=CC=CC=2N=N1.C(N(CC)C(C)C)(C)C. (5) Given the product [CH3:13][C:12]([CH3:15])([CH3:14])[C:11]([C:10]1[C:4]2[C:5](=[N:6][CH:7]=[C:2]([NH:39][C:40]3[CH:45]=[CH:44][CH:43]=[CH:42][CH:41]=3)[N:3]=2)[N:8]([CH2:17][O:18][CH2:19][CH2:20][Si:21]([CH3:24])([CH3:23])[CH3:22])[CH:9]=1)=[O:16], predict the reactants needed to synthesize it. The reactants are: Br[C:2]1[N:3]=[C:4]2[C:10]([C:11](=[O:16])[C:12]([CH3:15])([CH3:14])[CH3:13])=[CH:9][N:8]([CH2:17][O:18][CH2:19][CH2:20][Si:21]([CH3:24])([CH3:23])[CH3:22])[C:5]2=[N:6][CH:7]=1.C(=O)([O-])[O-].[K+].[K+].N1CCC[C@H]1C(O)=O.[NH2:39][C:40]1[CH:45]=[CH:44][CH:43]=[CH:42][CH:41]=1. (6) Given the product [F:1][C:2]1[CH:3]=[C:4]([C:9](=[O:32])[C:10](=[C:23]2[NH:24][C:25]3[CH:31]=[CH:30][CH:29]=[CH:28][C:26]=3[NH:27]2)[C:11]([C:13]2[CH:14]=[C:15]([S:19]([NH:22][C:33](=[O:35])[CH3:34])(=[O:20])=[O:21])[CH:16]=[CH:17][CH:18]=2)=[O:12])[CH:5]=[C:6]([F:8])[CH:7]=1, predict the reactants needed to synthesize it. The reactants are: [F:1][C:2]1[CH:3]=[C:4]([C:9](=[O:32])[C:10](=[C:23]2[NH:27][C:26]3[CH:28]=[CH:29][CH:30]=[CH:31][C:25]=3[NH:24]2)[C:11]([C:13]2[CH:14]=[C:15]([S:19]([NH2:22])(=[O:21])=[O:20])[CH:16]=[CH:17][CH:18]=2)=[O:12])[CH:5]=[C:6]([F:8])[CH:7]=1.[C:33](OC(=O)C)(=[O:35])[CH3:34].N1C=CC=CC=1.